Dataset: Catalyst prediction with 721,799 reactions and 888 catalyst types from USPTO. Task: Predict which catalyst facilitates the given reaction. Reactant: [CH2:1]([C:5]12[CH2:14][CH2:13][CH2:12][CH:11]=[C:10]([CH3:15])[C:9]1(O)[C:8]1[CH:17]=[CH:18][C:19]([O:21][CH2:22][O:23][CH3:24])=[CH:20][C:7]=1[CH2:6]2)[CH2:2][CH2:3][CH3:4].[Cr](Cl)([O-])(=O)=[O:26].[NH+]1C=CC=CC=1. Product: [CH2:1]([C:5]12[CH2:14][CH2:13][CH2:12][C:11](=[O:26])[C:10]([CH3:15])=[C:9]1[C:8]1[CH:17]=[CH:18][C:19]([O:21][CH2:22][O:23][CH3:24])=[CH:20][C:7]=1[CH2:6]2)[CH2:2][CH2:3][CH3:4]. The catalyst class is: 4.